Dataset: Forward reaction prediction with 1.9M reactions from USPTO patents (1976-2016). Task: Predict the product of the given reaction. (1) Given the reactants [Cl:1][C:2]1[CH:3]=[C:4]([CH:11]([NH:14][C:15]([CH3:18])([CH3:17])[CH3:16])[CH2:12][OH:13])[CH:5]=[C:6]([C:9]#[N:10])[C:7]=1[NH2:8].[C:19]([C@:27]([C:42]([OH:44])=[O:43])([OH:41])[C@:28]([C:33](=[O:40])[C:34]1[CH:39]=[CH:38][CH:37]=[CH:36][CH:35]=1)([OH:32])[C:29]([OH:31])=[O:30])(=[O:26])[C:20]1[CH:25]=[CH:24][CH:23]=[CH:22][CH:21]=1.C(OCC)C, predict the reaction product. The product is: [C:33]([C@:28]([C:29]([OH:31])=[O:30])([OH:32])[C@:27]([C:19](=[O:26])[C:20]1[CH:25]=[CH:24][CH:23]=[CH:22][CH:21]=1)([OH:41])[C:42]([OH:44])=[O:43])(=[O:40])[C:34]1[CH:39]=[CH:38][CH:37]=[CH:36][CH:35]=1.[Cl:1][C:2]1[CH:3]=[C:4]([CH:11]([NH:14][C:15]([CH3:18])([CH3:17])[CH3:16])[CH2:12][OH:13])[CH:5]=[C:6]([C:9]#[N:10])[C:7]=1[NH2:8]. (2) Given the reactants [CH2:1]([O:3][C:4]([C:6]1[C:15](=O)[C:14]2[C:9](=[CH:10][CH:11]=[C:12]([Cl:17])[CH:13]=2)[NH:8][CH:7]=1)=[O:5])[CH3:2].O(Cl)[Cl:19].[P+5], predict the reaction product. The product is: [CH2:1]([O:3][C:4]([C:6]1[CH:7]=[N:8][C:9]2[C:14]([C:15]=1[Cl:19])=[CH:13][C:12]([Cl:17])=[CH:11][CH:10]=2)=[O:5])[CH3:2]. (3) The product is: [Cl:18][C:19]1[CH:38]=[CH:37][C:22]([CH2:23][CH2:24][NH:25][C:26]([C:28]2[CH:29]=[C:30]3[C:34](=[CH:35][CH:36]=2)[N:33]([C:8]2[CH:7]=[CH:6][C:5]([CH2:10][C:11]([O:13][C:14]([CH3:17])([CH3:16])[CH3:15])=[O:12])=[CH:4][C:3]=2[C:1]#[N:2])[CH:32]=[CH:31]3)=[O:27])=[CH:21][CH:20]=1. Given the reactants [C:1]([C:3]1[CH:4]=[C:5]([CH2:10][C:11]([O:13][C:14]([CH3:17])([CH3:16])[CH3:15])=[O:12])[CH:6]=[CH:7][C:8]=1F)#[N:2].[Cl:18][C:19]1[CH:38]=[CH:37][C:22]([CH2:23][CH2:24][NH:25][C:26]([C:28]2[CH:29]=[C:30]3[C:34](=[CH:35][CH:36]=2)[NH:33][CH:32]=[CH:31]3)=[O:27])=[CH:21][CH:20]=1.C([O-])([O-])=O.[K+].[K+], predict the reaction product.